This data is from Catalyst prediction with 721,799 reactions and 888 catalyst types from USPTO. The task is: Predict which catalyst facilitates the given reaction. (1) Reactant: [F:1][C:2]1[CH:7]=[CH:6][C:5]([F:8])=[CH:4][C:3]=1[S:9]([NH:12][C:13]1[CH:18]=[CH:17][CH:16]=[C:15]([C:19]2[C:23]([C:24]3[CH:29]=[CH:28][N:27]=[C:26]4[NH:30][CH:31]=[CH:32][C:25]=34)=[CH:22][N:21]([CH:33]3[CH2:38][CH2:37][NH:36][CH2:35][CH2:34]3)[N:20]=2)[C:14]=1[F:39])(=[O:11])=[O:10].CO.[C:42](O)(=O)C.C([BH3-])#N.[Na+]. Product: [F:1][C:2]1[CH:7]=[CH:6][C:5]([F:8])=[CH:4][C:3]=1[S:9]([NH:12][C:13]1[CH:18]=[CH:17][CH:16]=[C:15]([C:19]2[C:23]([C:24]3[CH:29]=[CH:28][N:27]=[C:26]4[NH:30][CH:31]=[CH:32][C:25]=34)=[CH:22][N:21]([CH:33]3[CH2:34][CH2:35][N:36]([CH3:42])[CH2:37][CH2:38]3)[N:20]=2)[C:14]=1[F:39])(=[O:10])=[O:11]. The catalyst class is: 27. (2) The catalyst class is: 5. Product: [O:1]1[C:5]2[CH:6]=[CH:7][C:8]([CH:10]=[CH:11][C:12]3[O:13][CH:14]=[C:15]([CH2:17][O:34][C:31]4[CH:32]=[CH:33][C:28]([CH2:27][CH2:26][CH2:25][CH2:24][N:19]5[CH:23]=[CH:22][N:21]=[N:20]5)=[CH:29][CH:30]=4)[N:16]=3)=[CH:9][C:4]=2[O:3][CH2:2]1. Reactant: [O:1]1[C:5]2[CH:6]=[CH:7][C:8]([CH:10]=[CH:11][C:12]3[O:13][CH:14]=[C:15]([CH2:17]Cl)[N:16]=3)=[CH:9][C:4]=2[O:3][CH2:2]1.[N:19]1([CH2:24][CH2:25][CH2:26][CH2:27][C:28]2[CH:33]=[CH:32][C:31]([OH:34])=[CH:30][CH:29]=2)[CH:23]=[CH:22][N:21]=[N:20]1.[I-].[K+].C[O-].[Na+]. (3) Reactant: C(O[C:6]([N:8]1[CH2:13][CH2:12][CH:11]([NH:14][C:15](=[O:25])[CH2:16][C:17]2[CH:22]=[CH:21][C:20]([O:23][CH3:24])=[CH:19][CH:18]=2)[CH2:10][CH2:9]1)=O)(C)(C)C.[CH3:26][C:27]1[CH:34]=[CH:33][C:30]([CH:31]=O)=[CH:29][CH:28]=1.[BH4-].C(O[C:40](=O)[CH3:41])(=O)C. Product: [CH3:26][C:27]1[CH:34]=[CH:33][C:30]([CH2:31][N:14]([CH:11]2[CH2:10][CH2:9][N:8]([CH2:6][C:11]3[CH:12]=[CH:13][C:40]([CH3:41])=[CH:9][CH:10]=3)[CH2:13][CH2:12]2)[C:15](=[O:25])[CH2:16][C:17]2[CH:18]=[CH:19][C:20]([O:23][CH3:24])=[CH:21][CH:22]=2)=[CH:29][CH:28]=1. The catalyst class is: 8. (4) Reactant: [CH3:1][O:2][C:3]1[CH:4]=[C:5]2[C:10](=[CH:11][CH:12]=1)[C:9]([OH:13])=[C:8]([C:14]1[CH:19]=[CH:18][C:17]([S:20][CH3:21])=[CH:16][CH:15]=1)[CH:7]=[CH:6]2.F[C:23]1[CH:28]=[CH:27][C:26]([N+:29]([O-:31])=[O:30])=[CH:25][CH:24]=1.ClCCl. Product: [CH3:1][O:2][C:3]1[CH:4]=[C:5]2[C:10](=[CH:11][CH:12]=1)[C:9]([O:13][C:23]1[CH:28]=[CH:27][C:26]([N+:29]([O-:31])=[O:30])=[CH:25][CH:24]=1)=[C:8]([C:14]1[CH:19]=[CH:18][C:17]([S:20][CH3:21])=[CH:16][CH:15]=1)[CH:7]=[CH:6]2. The catalyst class is: 9. (5) Reactant: [CH2:1]1[O:16][C:4]2([CH2:13][CH2:12][C:11]3[C:6](=[CH:7][CH:8]=[C:9]([O:14]C)[CH:10]=3)[CH2:5]2)[O:3][CH2:2]1.C[S-].[Na+]. Product: [CH2:2]1[O:3][C:4]2([CH2:13][CH2:12][C:11]3[C:6](=[CH:7][CH:8]=[C:9]([OH:14])[CH:10]=3)[CH2:5]2)[O:16][CH2:1]1. The catalyst class is: 31. (6) Reactant: [F:1][C:2]([F:25])([F:24])[C:3]1[CH:4]=[C:5]([N:9]2[CH2:14][CH2:13][N:12]([CH2:15][CH2:16][CH:17]3[CH2:22][CH2:21][C:20](=O)[CH2:19][CH2:18]3)[CH2:11][CH2:10]2)[CH:6]=[CH:7][CH:8]=1.[CH2:26]([O:28][C:29](=[O:50])[CH:30]=P(C1C=CC=CC=1)(C1C=CC=CC=1)C1C=CC=CC=1)[CH3:27]. Product: [CH2:26]([O:28][C:29](=[O:50])[CH:30]=[C:20]1[CH2:19][CH2:18][CH:17]([CH2:16][CH2:15][N:12]2[CH2:11][CH2:10][N:9]([C:5]3[CH:6]=[CH:7][CH:8]=[C:3]([C:2]([F:25])([F:1])[F:24])[CH:4]=3)[CH2:14][CH2:13]2)[CH2:22][CH2:21]1)[CH3:27]. The catalyst class is: 715. (7) Reactant: Cl.[F:2][C:3]([F:25])([F:24])[C:4]1[CH:5]=[C:6]([NH:14][C:15](=[O:23])[CH2:16][CH:17]2[CH2:22][CH2:21][NH:20][CH2:19][CH2:18]2)[CH:7]=[C:8]([C:10]([F:13])([F:12])[F:11])[CH:9]=1.CN(C(ON1N=NC2C=CC=NC1=2)=[N+](C)C)C.F[P-](F)(F)(F)(F)F.[CH3:50][N:51]1[CH2:56][CH2:55][CH2:54][CH:53]([C:57](O)=[O:58])[CH2:52]1.[N-]=C=O.C(=O)([O-])[O-]. Product: [F:13][C:10]([F:12])([F:11])[C:8]1[CH:7]=[C:6]([NH:14][C:15](=[O:23])[CH2:16][CH:17]2[CH2:22][CH2:21][N:20]([C:57]([CH:53]3[CH2:54][CH2:55][CH2:56][N:51]([CH3:50])[CH2:52]3)=[O:58])[CH2:19][CH2:18]2)[CH:5]=[C:4]([C:3]([F:24])([F:2])[F:25])[CH:9]=1. The catalyst class is: 3. (8) Reactant: [F:1][C:2]1[CH:7]=[C:6]([CH:8]2[O:12]C(=O)[N:10]([C:14]([O:16][C:17]([CH3:20])([CH3:19])[CH3:18])=[O:15])[CH:9]2[CH2:21][C:22]2[CH:27]=[CH:26][CH:25]=[C:24]([O:28][C:29]([F:34])([F:33])[CH:30]([F:32])[F:31])[CH:23]=2)[CH:5]=[CH:4][N:3]=1.[OH-].[Na+].O. Product: [F:1][C:2]1[CH:7]=[C:6]([CH:8]([OH:12])[CH:9]([NH:10][C:14](=[O:15])[O:16][C:17]([CH3:18])([CH3:19])[CH3:20])[CH2:21][C:22]2[CH:27]=[CH:26][CH:25]=[C:24]([O:28][C:29]([F:33])([F:34])[CH:30]([F:31])[F:32])[CH:23]=2)[CH:5]=[CH:4][N:3]=1. The catalyst class is: 5. (9) Reactant: [N:1]([CH2:4][C@H:5]1[N:10]([C:11]([O:13][C:14]([CH3:17])([CH3:16])[CH3:15])=[O:12])[CH2:9][C@@H:8]([CH2:18][CH2:19][C:20]2[CH:25]=[CH:24][CH:23]=[CH:22][C:21]=2[NH:26][C:27](=[O:47])[C@H:28]([CH:34]([C:41]2[CH:46]=[CH:45][CH:44]=[CH:43][CH:42]=2)[C:35]2[CH:40]=[CH:39][CH:38]=[CH:37][CH:36]=2)[NH:29][C:30]([O:32][CH3:33])=[O:31])[O:7][CH2:6]1)=[N+:2]=[N-:3].[C:48]1([C:54]#[CH:55])[CH:53]=[CH:52][CH:51]=[CH:50][CH:49]=1.CCN(C(C)C)C(C)C. Product: [CH3:33][O:32][C:30]([NH:29][C@H:28]([C:27]([NH:26][C:21]1[CH:22]=[CH:23][CH:24]=[CH:25][C:20]=1[CH2:19][CH2:18][C@H:8]1[O:7][CH2:6][C@@H:5]([CH2:4][N:1]2[CH:55]=[C:54]([C:48]3[CH:53]=[CH:52][CH:51]=[CH:50][CH:49]=3)[N:3]=[N:2]2)[N:10]([C:11]([O:13][C:14]([CH3:17])([CH3:15])[CH3:16])=[O:12])[CH2:9]1)=[O:47])[CH:34]([C:41]1[CH:42]=[CH:43][CH:44]=[CH:45][CH:46]=1)[C:35]1[CH:36]=[CH:37][CH:38]=[CH:39][CH:40]=1)=[O:31]. The catalyst class is: 804.